This data is from Full USPTO retrosynthesis dataset with 1.9M reactions from patents (1976-2016). The task is: Predict the reactants needed to synthesize the given product. (1) Given the product [CH3:1][N:2]1[CH:6]=[C:5]([N+:13]([O-:15])=[O:14])[CH:4]=[C:3]1[C:7](=[O:12])[C:8]([Cl:9])([Cl:10])[Cl:11], predict the reactants needed to synthesize it. The reactants are: [CH3:1][N:2]1[CH:6]=[CH:5][CH:4]=[C:3]1[C:7](=[O:12])[C:8]([Cl:11])([Cl:10])[Cl:9].[N+:13]([O-])([OH:15])=[O:14]. (2) The reactants are: [NH2:1][C:2]1[C:3]([NH:13][C@H:14]2[C@@H:18]3[O:19][C:20]([CH3:23])([CH3:22])[O:21][C@@H:17]3[C@@H:16]([O:24][CH2:25][CH2:26][OH:27])[CH2:15]2)=[N:4][C:5]([S:9][CH2:10][CH2:11][CH3:12])=[N:6][C:7]=1[Cl:8].[N:28]([O-])=O.[Na+].C(O)(=O)C.C(=O)([O-])[O-].[K+].[K+]. Given the product [Cl:8][C:7]1[C:2]2[N:1]=[N:28][N:13]([C@H:14]3[C@@H:18]4[O:19][C:20]([CH3:22])([CH3:23])[O:21][C@@H:17]4[C@@H:16]([O:24][CH2:25][CH2:26][OH:27])[CH2:15]3)[C:3]=2[N:4]=[C:5]([S:9][CH2:10][CH2:11][CH3:12])[N:6]=1, predict the reactants needed to synthesize it. (3) Given the product [CH3:1][O:2][C:3]1[CH:12]=[CH:11][CH:10]=[C:9]2[C:4]=1[CH2:5][CH2:6][CH2:7][C:8]2=[N:16][OH:15], predict the reactants needed to synthesize it. The reactants are: [CH3:1][O:2][C:3]1[CH:12]=[CH:11][CH:10]=[C:9]2[C:4]=1[CH2:5][CH2:6][CH2:7][C:8]2=O.Cl.[OH:15][NH2:16].C([O-])(=O)C.[Na+].O. (4) Given the product [F:19][C:18]([F:21])([F:20])[C:17]([C:13]1[CH:14]=[CH:15][CH:16]=[C:11]([S:8]([N:7]2[CH2:6][CH2:5][N:4]([C:24]3[CH:31]=[CH:30][C:27]([C:28]4[NH:38][N:37]=[N:36][N:29]=4)=[CH:26][C:25]=3[C:32]([F:35])([F:33])[F:34])[CH2:3][C@H:2]2[CH3:1])(=[O:9])=[O:10])[CH:12]=1)([OH:23])[CH3:22], predict the reactants needed to synthesize it. The reactants are: [CH3:1][C@H:2]1[N:7]([S:8]([C:11]2[CH:16]=[CH:15][CH:14]=[C:13]([C:17]([OH:23])([CH3:22])[C:18]([F:21])([F:20])[F:19])[CH:12]=2)(=[O:10])=[O:9])[CH2:6][CH2:5][N:4]([C:24]2[CH:31]=[CH:30][C:27]([C:28]#[N:29])=[CH:26][C:25]=2[C:32]([F:35])([F:34])[F:33])[CH2:3]1.[N-:36]=[N+:37]=[N-:38].[Na+]. (5) Given the product [NH:1]1[C:10]2[C:5](=[CH:6][CH:7]=[C:8]([CH:11]3[CH2:12][CH2:13][N:14]([C:17]4[N:22]=[CH:21][N:20]=[C:19]([NH:23][CH2:24][C@@H:25]([C:37]([OH:39])=[O:38])[NH:26][C:27]([O:29][CH2:30][C:31]5[CH:32]=[CH:33][CH:34]=[CH:35][CH:36]=5)=[O:28])[C:18]=4[CH3:44])[CH2:15][CH2:16]3)[N:9]=2)[CH2:4][CH2:3][CH2:2]1, predict the reactants needed to synthesize it. The reactants are: [NH:1]1[C:10]2[C:5](=[CH:6][CH:7]=[C:8]([CH:11]3[CH2:16][CH2:15][N:14]([C:17]4[N:22]=[CH:21][N:20]=[C:19]([NH:23][CH2:24][C@@H:25]([C:37]([O:39]C(C)(C)C)=[O:38])[NH:26][C:27]([O:29][CH2:30][C:31]5[CH:36]=[CH:35][CH:34]=[CH:33][CH:32]=5)=[O:28])[C:18]=4[CH3:44])[CH2:13][CH2:12]3)[N:9]=2)[CH2:4][CH2:3][CH2:2]1.FC(F)(F)C(O)=O.C1(C)C=CC=CC=1.